From a dataset of Forward reaction prediction with 1.9M reactions from USPTO patents (1976-2016). Predict the product of the given reaction. (1) Given the reactants [C:1]([N:5]1[C:9]2=[N:10][C:11]([NH:14][C:15](=[O:23])[C:16]3[CH:21]=[CH:20][C:19]([CH3:22])=[CH:18][CH:17]=3)=[CH:12][CH:13]=[C:8]2[C:7]([C:24]([OH:26])=O)=[CH:6]1)([CH3:4])([CH3:3])[CH3:2].[CH2:27]([NH:29][CH2:30][CH3:31])[CH3:28].F[P-](F)(F)(F)(F)F.C[N+](C)=C(N(C)C)ON1C2N=CC=CC=2N=N1.C(N(CC)CC)C, predict the reaction product. The product is: [CH2:27]([N:29]([CH2:30][CH3:31])[C:24]([C:7]1[C:8]2[C:9](=[N:10][C:11]([NH:14][C:15](=[O:23])[C:16]3[CH:21]=[CH:20][C:19]([CH3:22])=[CH:18][CH:17]=3)=[CH:12][CH:13]=2)[N:5]([C:1]([CH3:4])([CH3:2])[CH3:3])[CH:6]=1)=[O:26])[CH3:28]. (2) Given the reactants O.Cl.[OH:3][C:4]12[C:15]3[C:10](=[C:11]([NH:19][C:20](=[O:22])[CH3:21])[C:12]([N+:16]([O-])=O)=[CH:13][CH:14]=3)[C:9](=[O:23])[C:8]1([OH:24])[C:7]1[CH:25]=[CH:26][C:27]([CH:29]([CH3:31])[CH3:30])=[CH:28][C:6]=1[O:5]2, predict the reaction product. The product is: [NH2:16][C:12]1[C:11]([NH:19][C:20](=[O:22])[CH3:21])=[C:10]2[C:15](=[CH:14][CH:13]=1)[C:4]1([OH:3])[O:5][C:6]3[CH:28]=[C:27]([CH:29]([CH3:31])[CH3:30])[CH:26]=[CH:25][C:7]=3[C:8]1([OH:24])[C:9]2=[O:23]. (3) Given the reactants Br[C:2]1[CH:29]=[CH:28][C:5]([CH2:6][NH:7][C:8]2[N:16]=[C:15]([NH:17][CH2:18][C:19]([CH3:22])([OH:21])[CH3:20])[N:14]=[C:13]3[C:9]=2[N:10]=[CH:11][N:12]3[CH:23]2[CH2:27][CH2:26][CH2:25][CH2:24]2)=[CH:4][CH:3]=1.[O:30]1[CH:34]=[CH:33][CH:32]=[C:31]1B(O)O.O.O.O.P([O-])([O-])([O-])=O.[K+].[K+].[K+], predict the reaction product. The product is: [CH:23]1([N:12]2[CH:11]=[N:10][C:9]3[C:13]2=[N:14][C:15]([NH:17][CH2:18][C:19]([CH3:22])([OH:21])[CH3:20])=[N:16][C:8]=3[NH:7][CH2:6][C:5]2[CH:28]=[CH:29][C:2]([C:31]3[O:30][CH:34]=[CH:33][CH:32]=3)=[CH:3][CH:4]=2)[CH2:27][CH2:26][CH2:25][CH2:24]1. (4) Given the reactants [H-].[Na+].[NH:3]1[CH:7]=[CH:6][N:5]=[CH:4]1.ClC[C:10]1[CH:11]=[N:12][N:13]([C:15]2[CH:20]=[CH:19][C:18]([Cl:21])=[C:17]([Cl:22])[CH:16]=2)[CH:14]=1.[CH3:23]N(C=O)C, predict the reaction product. The product is: [Cl:22][C:17]1[CH:16]=[C:15]([N:13]2[CH:14]=[C:10]([N:3]3[CH:7]=[CH:6][N:5]=[CH:4]3)[C:11]([CH3:23])=[N:12]2)[CH:20]=[CH:19][C:18]=1[Cl:21]. (5) Given the reactants [F:1][C:2]1[CH:7]=[CH:6][C:5]([C:8](=[O:10])[CH3:9])=[CH:4][CH:3]=1.C(O)C.[H-].[Na+].Cl.[C:17](=O)([O:21]CC)[O:18][CH2:19][CH3:20], predict the reaction product. The product is: [F:1][C:2]1[CH:7]=[CH:6][C:5]([C:8](=[O:10])[CH2:9][C:17]([O:18][CH2:19][CH3:20])=[O:21])=[CH:4][CH:3]=1.